From a dataset of Full USPTO retrosynthesis dataset with 1.9M reactions from patents (1976-2016). Predict the reactants needed to synthesize the given product. (1) Given the product [F:17][C:12]1[CH:13]=[CH:14][CH:15]=[C:16]2[C:11]=1[C:10]([NH2:18])=[N:9][C:8]2([C:6]1[CH:7]=[C:2]([C:29]2[CH:28]=[N:27][CH:32]=[CH:31][CH:30]=2)[CH:3]=[CH:4][C:5]=1[F:26])[C:19]1[CH:24]=[CH:23][N:22]=[C:21]([CH3:25])[CH:20]=1, predict the reactants needed to synthesize it. The reactants are: Br[C:2]1[CH:3]=[CH:4][C:5]([F:26])=[C:6]([C:8]2([C:19]3[CH:24]=[CH:23][N:22]=[C:21]([CH3:25])[CH:20]=3)[C:16]3[C:11](=[C:12]([F:17])[CH:13]=[CH:14][CH:15]=3)[C:10]([NH2:18])=[N:9]2)[CH:7]=1.[N:27]1[CH:32]=[CH:31][CH:30]=[C:29](B(O)O)[CH:28]=1. (2) Given the product [F:2][C:3]1[C:11]([O:12][CH3:13])=[CH:10][CH:9]=[C:8]([I:14])[C:4]=1[C:5]([NH2:1])=[O:6], predict the reactants needed to synthesize it. The reactants are: [NH3:1].[F:2][C:3]1[C:11]([O:12][CH3:13])=[CH:10][CH:9]=[C:8]([I:14])[C:4]=1[C:5](Cl)=[O:6].